From a dataset of Merck oncology drug combination screen with 23,052 pairs across 39 cell lines. Regression. Given two drug SMILES strings and cell line genomic features, predict the synergy score measuring deviation from expected non-interaction effect. (1) Drug 1: CN(C)C(=N)N=C(N)N. Drug 2: O=C(NOCC(O)CO)c1ccc(F)c(F)c1Nc1ccc(I)cc1F. Cell line: DLD1. Synergy scores: synergy=0.527. (2) Drug 1: O=S1(=O)NC2(CN1CC(F)(F)F)C1CCC2Cc2cc(C=CCN3CCC(C(F)(F)F)CC3)ccc2C1. Drug 2: O=c1[nH]cc(F)c(=O)[nH]1. Cell line: LOVO. Synergy scores: synergy=-0.374. (3) Cell line: UWB1289BRCA1. Drug 1: O=C(CCCCCCC(=O)Nc1ccccc1)NO. Drug 2: CCc1c2c(nc3ccc(O)cc13)-c1cc3c(c(=O)n1C2)COC(=O)C3(O)CC. Synergy scores: synergy=17.4. (4) Drug 1: Nc1ccn(C2OC(CO)C(O)C2(F)F)c(=O)n1. Drug 2: CC1(c2nc3c(C(N)=O)cccc3[nH]2)CCCN1. Cell line: NCIH23. Synergy scores: synergy=-9.81. (5) Drug 1: Cc1nc(Nc2ncc(C(=O)Nc3c(C)cccc3Cl)s2)cc(N2CCN(CCO)CC2)n1. Drug 2: CNC(=O)c1cc(Oc2ccc(NC(=O)Nc3ccc(Cl)c(C(F)(F)F)c3)cc2)ccn1. Cell line: A375. Synergy scores: synergy=29.9. (6) Drug 1: COc1cccc2c1C(=O)c1c(O)c3c(c(O)c1C2=O)CC(O)(C(=O)CO)CC3OC1CC(N)C(O)C(C)O1. Drug 2: CCc1cnn2c(NCc3ccc[n+]([O-])c3)cc(N3CCCCC3CCO)nc12. Cell line: HT29. Synergy scores: synergy=-1.42. (7) Drug 1: CS(=O)(=O)CCNCc1ccc(-c2ccc3ncnc(Nc4ccc(OCc5cccc(F)c5)c(Cl)c4)c3c2)o1. Drug 2: CC1(c2nc3c(C(N)=O)cccc3[nH]2)CCCN1. Cell line: CAOV3. Synergy scores: synergy=11.5.